Dataset: Reaction yield outcomes from USPTO patents with 853,638 reactions. Task: Predict the reaction yield, written as a fraction of the theoretical maximum amount of product (1.0 means a 100% yield; for example, 0.34 means a 34% yield). (1) The reactants are Cl.[NH:2]1[C:7]2[CH:8]=[CH:9][CH:10]=[CH:11][C:6]=2[CH:5]=[N:4][S:3]1(=[O:13])=[O:12].C([N:16](CC)CC)C.[CH3:21][C:22]1[CH:27]=[C:26]([C:28]([OH:30])=O)[CH:25]=[CH:24][N:23]=1.CCN=C=NCCCN(C)C.Cl.[CH:43]1[CH:48]=[C:47]2N=N[N:51](O)[C:46]2=[CH:45]C=1.O.CN([CH:57]=[O:58])C. No catalyst specified. The product is [NH2:16][C:5]1[C:6]2[C:11]([O:58][CH2:57][C:46]3([NH:51][C:28](=[O:30])[C:26]4[CH:25]=[CH:24][N:23]=[C:22]([CH3:21])[CH:27]=4)[CH2:45][CH2:43][CH2:48][CH2:47]3)=[CH:10][CH:9]=[CH:8][C:7]=2[NH:2][S:3](=[O:12])(=[O:13])[N:4]=1. The yield is 0.400. (2) The reactants are [NH2:1][C:2]1[C:15]([O:16][CH3:17])=[CH:14][C:13]2[C@:12]34[CH2:18][CH2:19][N:20]([C:21]([O:23][CH2:24][C:25]5[CH:30]=[CH:29][CH:28]=[CH:27][CH:26]=5)=[O:22])[C@@H:6]([C@@H:7]3[CH2:8][CH2:9][CH2:10][CH2:11]4)[CH2:5][C:4]=2[CH:3]=1.C([O-])(O)=O.[Na+].Cl[CH2:37][CH2:38][O:39][CH2:40][CH2:41]Cl.O. The catalyst is CN(C=O)C. The product is [CH3:17][O:16][C:15]1[C:2]([N:1]2[CH2:41][CH2:40][O:39][CH2:38][CH2:37]2)=[CH:3][C:4]2[CH2:5][C@H:6]3[N:20]([C:21]([O:23][CH2:24][C:25]4[CH:26]=[CH:27][CH:28]=[CH:29][CH:30]=4)=[O:22])[CH2:19][CH2:18][C@@:12]4([C:13]=2[CH:14]=1)[C@H:7]3[CH2:8][CH2:9][CH2:10][CH2:11]4. The yield is 0.900. (3) The reactants are [C:1]([C:3]1[CH:11]=[CH:10][C:6]2[O:7][CH2:8][O:9][C:5]=2[CH:4]=1)#[CH:2].[C:12]([O:16][C:17](N1C2C(=CC=C(CCOC3C=C4C(=CC=3)NC=C4)N=2)CCC1)=[O:18])(C)(C)[CH3:13]. No catalyst specified. The product is [CH2:12]([O:16][C:17](=[O:18])[C:2]#[C:1][C:3]1[CH:11]=[CH:10][C:6]2[O:7][CH2:8][O:9][C:5]=2[CH:4]=1)[CH3:13]. The yield is 0.540. (4) The reactants are [CH2:1]([O:8][CH2:9][C@H:10]1[CH2:19][C@@:18]23[CH2:20][CH2:21][C@:11]1([O:32][CH3:33])[C@@H:12]1[O:29][C:27]4=[C:28]5[C@@:13]12[CH2:14][CH2:15][N:16]([CH3:31])[C@@H:17]3[CH2:22][C:23]5=[CH:24][CH:25]=[C:26]4[NH2:30])[C:2]1[CH:7]=[CH:6][CH:5]=[CH:4][CH:3]=1.C(N(CC)CC)C.[CH3:41][S:42](Cl)(=[O:44])=[O:43]. The catalyst is C(Cl)Cl. The product is [CH2:1]([O:8][CH2:9][C@H:10]1[CH2:19][C@@:18]23[CH2:20][CH2:21][C@:11]1([O:32][CH3:33])[C@@H:12]1[O:29][C:27]4=[C:28]5[C@@:13]12[CH2:14][CH2:15][N:16]([CH3:31])[C@@H:17]3[CH2:22][C:23]5=[CH:24][CH:25]=[C:26]4[NH:30][S:42]([CH3:41])(=[O:44])=[O:43])[C:2]1[CH:3]=[CH:4][CH:5]=[CH:6][CH:7]=1. The yield is 0.190. (5) The reactants are [CH3:1][C:2]1[CH:10]=[C:9]([O:11][CH3:12])[CH:8]=[C:7]([O:13][CH3:14])[C:3]=1[C:4]([OH:6])=O.[C:15](Cl)(=[O:19])[C:16](Cl)=O.Cl.[CH3:22][NH2:23]. The catalyst is C(Cl)Cl. The product is [OH:19][C:15]1[CH:16]=[CH:4][C:3]([C:22]2[NH:23][C:4](=[O:6])[C:3]3[C:2]([CH:1]=2)=[CH:10][C:9]([O:11][CH3:12])=[CH:8][C:7]=3[O:13][CH3:14])=[CH:2][CH:1]=1. The yield is 0.430. (6) The reactants are [CH2:1]([O:8][C:9]([N:11]1[CH2:16][CH2:15][CH:14]([OH:17])[CH:13]([OH:18])[CH2:12]1)=[O:10])[C:2]1[CH:7]=[CH:6][CH:5]=[CH:4][CH:3]=1.N1C=CC=CC=1.[CH3:25][S:26](Cl)(=[O:28])=[O:27]. The catalyst is C(Cl)Cl. The product is [CH2:1]([O:8][C:9]([N:11]1[CH2:16][CH2:15][CH:14]([O:17][S:26]([CH3:25])(=[O:28])=[O:27])[CH:13]([O:18][S:26]([CH3:25])(=[O:28])=[O:27])[CH2:12]1)=[O:10])[C:2]1[CH:3]=[CH:4][CH:5]=[CH:6][CH:7]=1. The yield is 0.660. (7) The reactants are [Cl:1][C:2]1[CH:11]=[CH:10][C:9]([OH:12])=[CH:8][C:3]=1[C:4](OC)=[O:5].[NH3:13]. The catalyst is CO. The product is [Cl:1][C:2]1[CH:11]=[CH:10][C:9]([OH:12])=[CH:8][C:3]=1[C:4]([NH2:13])=[O:5]. The yield is 0.800. (8) The reactants are [CH3:1][O:2][C:3]1[CH:20]=[CH:19][C:6]([CH2:7][N:8]2[C:12]3[NH:13][CH2:14][CH2:15][CH2:16][C:17](=[O:18])[C:11]=3[CH:10]=[N:9]2)=[CH:5][CH:4]=1.[C:21]([O-:24])([O-])=O.[K+].[K+]. The catalyst is BrCC1CCCO1. The product is [CH3:1][O:2][C:3]1[CH:4]=[CH:5][C:6]([CH2:7][N:8]2[C:12]3[N:13]([CH2:20][CH:3]4[CH2:4][CH2:5][CH2:21][O:24]4)[CH2:14][CH2:15][CH2:16][C:17](=[O:18])[C:11]=3[CH:10]=[N:9]2)=[CH:19][CH:20]=1. The yield is 0.300. (9) The reactants are [OH:1][CH:2]([CH3:14])[CH2:3][CH2:4][CH2:5][CH2:6][CH2:7][CH2:8][CH2:9][C:10]([O:12]C)=[O:11].CO.[OH-].[Li+].[O-][Mn](=O)(=O)=O.[K+]. The catalyst is C1COCC1.CCOC(C)=O.CCCCCC. The product is [OH:1][CH:2]([CH3:14])[CH2:3][CH2:4][CH2:5][CH2:6][CH2:7][CH2:8][CH2:9][C:10]([OH:12])=[O:11]. The yield is 0.860.